From a dataset of Reaction yield outcomes from USPTO patents with 853,638 reactions. Predict the reaction yield, written as a fraction of the theoretical maximum amount of product (1.0 means a 100% yield; for example, 0.34 means a 34% yield). (1) The reactants are [I:1]I.[CH3:3][C:4]1[CH:9]=[C:8]([NH2:10])[CH:7]=[CH:6][N:5]=1.C(=O)([O-])[O-].[Na+].[Na+].C(OCC)(=O)C. The catalyst is O. The product is [NH2:10][C:8]1[CH:9]=[C:4]([CH3:3])[N:5]=[CH:6][C:7]=1[I:1].[NH2:10][C:8]1[CH:7]=[CH:6][N:5]=[C:4]([CH3:3])[C:9]=1[I:1]. The yield is 0.110. (2) The reactants are [NH:1]1[CH2:6][CH2:5][CH2:4][CH:3]([O:7][C:8]2[CH:13]=[CH:12][C:11]([NH:14][C:15]([C:17]3[N:18]=[C:19]([C:26]4[CH:31]=[CH:30][CH:29]=[CH:28][CH:27]=4)[O:20][C:21]=3[C:22]([F:25])([F:24])[F:23])=[O:16])=[CH:10][CH:9]=2)[CH2:2]1.[CH3:32][C:33]1([CH3:41])[CH2:38][CH2:37][C:36](=[O:39])[O:35][C:34]1=[O:40].C(N(CC)CC)C. The catalyst is CS(C)=O. The product is [CH3:32][C:33]([CH3:41])([CH2:38][CH2:37][C:36](=[O:39])[N:1]1[CH2:6][CH2:5][CH2:4][CH:3]([O:7][C:8]2[CH:13]=[CH:12][C:11]([NH:14][C:15]([C:17]3[N:18]=[C:19]([C:26]4[CH:31]=[CH:30][CH:29]=[CH:28][CH:27]=4)[O:20][C:21]=3[C:22]([F:25])([F:23])[F:24])=[O:16])=[CH:10][CH:9]=2)[CH2:2]1)[C:34]([OH:40])=[O:35]. The yield is 0.560. (3) The product is [NH2:27][C:24]1[CH:25]=[CH:26][C:21]([C:10]2[N:11]=[C:12]([C:14]([CH3:20])([CH3:19])[C:15]([O:17][CH3:18])=[O:16])[NH:13][C:9]=2[C:3]2[CH:4]=[CH:5][C:6]([F:8])=[CH:7][C:2]=2[F:1])=[N:22][C:23]=1[OH:30]. The reactants are [F:1][C:2]1[CH:7]=[C:6]([F:8])[CH:5]=[CH:4][C:3]=1[C:9]1[NH:13][C:12]([C:14]([CH3:20])([CH3:19])[C:15]([O:17][CH3:18])=[O:16])=[N:11][C:10]=1[C:21]1[CH:26]=[CH:25][C:24]([N+:27]([O-])=O)=[C:23]([OH:30])[N:22]=1.[H][H]. The yield is 0.880. The catalyst is [Pd].CO. (4) The yield is 0.470. The catalyst is C(O)(=O)C. The product is [F:25][C:22]1[CH:21]=[CH:20][C:19]([CH2:18][N:11]2[C:10]3[CH2:26][NH:1][CH:2]([C:3]([OH:5])=[O:4])[C:6]([CH3:8])([CH3:7])[C:9]=3[C:17]3[C:12]2=[N:13][CH:14]=[CH:15][CH:16]=3)=[CH:24][CH:23]=1. The reactants are [NH2:1][CH:2]([C:6]([C:9]1[C:17]2[C:12](=[N:13][CH:14]=[CH:15][CH:16]=2)[N:11]([CH2:18][C:19]2[CH:24]=[CH:23][C:22]([F:25])=[CH:21][CH:20]=2)[CH:10]=1)([CH3:8])[CH3:7])[C:3]([OH:5])=[O:4].[CH2:26]=O. (5) The reactants are [I:1][C:2]1[CH:9]=[CH:8][CH:7]=[CH:6][C:3]=1[CH2:4][OH:5]. The catalyst is ClCCl.[O-2].[Mn+2]. The product is [I:1][C:2]1[CH:9]=[CH:8][CH:7]=[CH:6][C:3]=1[CH:4]=[O:5]. The yield is 0.910. (6) The reactants are [S:1]1[CH:5]=[CH:4][CH:3]=[C:2]1[C:6]1[N:11]=[C:10]([OH:12])[CH:9]=[CH:8][N:7]=1.C1C(=O)N([Cl:20])C(=O)C1. The catalyst is CC(O)=O. The product is [Cl:20][C:9]1[C:10]([OH:12])=[N:11][C:6]([C:2]2[S:1][CH:5]=[CH:4][CH:3]=2)=[N:7][CH:8]=1. The yield is 0.750.